This data is from NCI-60 drug combinations with 297,098 pairs across 59 cell lines. The task is: Regression. Given two drug SMILES strings and cell line genomic features, predict the synergy score measuring deviation from expected non-interaction effect. (1) Drug 1: C1CCN(CC1)CCOC2=CC=C(C=C2)C(=O)C3=C(SC4=C3C=CC(=C4)O)C5=CC=C(C=C5)O. Drug 2: CC1CCCC2(C(O2)CC(NC(=O)CC(C(C(=O)C(C1O)C)(C)C)O)C(=CC3=CSC(=N3)C)C)C. Cell line: MDA-MB-231. Synergy scores: CSS=10.0, Synergy_ZIP=-2.92, Synergy_Bliss=-3.81, Synergy_Loewe=-19.8, Synergy_HSA=-5.81. (2) Drug 1: CC1=C(C(=CC=C1)Cl)NC(=O)C2=CN=C(S2)NC3=CC(=NC(=N3)C)N4CCN(CC4)CCO. Drug 2: CN(CCCl)CCCl.Cl. Cell line: SNB-75. Synergy scores: CSS=24.8, Synergy_ZIP=-5.29, Synergy_Bliss=-3.10, Synergy_Loewe=0.305, Synergy_HSA=0.914.